This data is from Catalyst prediction with 721,799 reactions and 888 catalyst types from USPTO. The task is: Predict which catalyst facilitates the given reaction. (1) Reactant: [OH:1][NH:2][C:3]([C:5]1([S:15]([C:18]2[CH:23]=[CH:22][C:21]([O:24][C:25]3[CH:30]=[CH:29][C:28]([O:31][C:32]([F:35])([F:34])[F:33])=[CH:27][CH:26]=3)=[CH:20][CH:19]=2)(=[O:17])=[O:16])[CH2:10][CH2:9][N:8]([CH2:11][CH2:12][O:13][CH3:14])[CH2:7][CH2:6]1)=[O:4].[P:36](=[O:40])([OH:39])([OH:38])[OH:37]. Product: [P:36]([OH:40])([OH:39])([OH:38])=[O:37].[OH:1][NH:2][C:3]([C:5]1([S:15]([C:18]2[CH:23]=[CH:22][C:21]([O:24][C:25]3[CH:26]=[CH:27][C:28]([O:31][C:32]([F:35])([F:33])[F:34])=[CH:29][CH:30]=3)=[CH:20][CH:19]=2)(=[O:17])=[O:16])[CH2:6][CH2:7][N:8]([CH2:11][CH2:12][O:13][CH3:14])[CH2:9][CH2:10]1)=[O:4]. The catalyst class is: 13. (2) Reactant: [CH2:1]([O:8][C:9]1[CH:14]=[CH:13][N:12]([C:15]2[CH:20]=[CH:19][C:18]3[C:21]4[CH2:26][CH2:25][NH:24][CH2:23][C:22]=4[O:27][C:17]=3[CH:16]=2)[C:11](=[O:28])[CH:10]=1)[C:2]1[CH:7]=[CH:6][CH:5]=[CH:4][CH:3]=1.[ClH:29].CCOCC. Product: [ClH:29].[CH2:1]([O:8][C:9]1[CH:14]=[CH:13][N:12]([C:15]2[CH:20]=[CH:19][C:18]3[C:21]4[CH2:26][CH2:25][NH:24][CH2:23][C:22]=4[O:27][C:17]=3[CH:16]=2)[C:11](=[O:28])[CH:10]=1)[C:2]1[CH:3]=[CH:4][CH:5]=[CH:6][CH:7]=1. The catalyst class is: 5.